Dataset: Full USPTO retrosynthesis dataset with 1.9M reactions from patents (1976-2016). Task: Predict the reactants needed to synthesize the given product. (1) Given the product [Cl:1][C:2]1[CH:3]=[CH:4][C:5]([OH:11])=[C:6]([CH:10]=1)[C:7]([NH:20][CH:13]([C:14]1[CH:19]=[CH:18][CH:17]=[CH:16][CH:15]=1)[CH3:12])=[O:9], predict the reactants needed to synthesize it. The reactants are: [Cl:1][C:2]1[CH:3]=[CH:4][C:5]([OH:11])=[C:6]([CH:10]=1)[C:7]([OH:9])=O.[CH3:12][C@H:13]([NH2:20])[C:14]1[CH:19]=[CH:18][CH:17]=[CH:16][CH:15]=1.CCN(C(C)C)C(C)C.CN(C(ON1N=NC2C=CC=CC1=2)=[N+](C)C)C.F[P-](F)(F)(F)(F)F. (2) Given the product [N:10]1[C:9]([NH2:8])=[CH:14][CH:13]=[CH:12][C:11]=1[C:15]1[CH:20]=[CH:19][CH:18]=[CH:17][N:16]=1, predict the reactants needed to synthesize it. The reactants are: COC1C=CC(C[NH:8][C:9]2[CH:14]=[CH:13][CH:12]=[C:11]([C:15]3[CH:20]=[CH:19][CH:18]=[CH:17][N:16]=3)[N:10]=2)=CC=1.ClCCl. (3) Given the product [Si:19]([O:18][CH:11]([C:2]1[CH:3]=[CH:4][C:5]2[C:10](=[CH:9][CH:8]=[CH:7][CH:6]=2)[CH:1]=1)[CH2:12][CH2:13][CH2:14][CH2:15][CH:16]=[CH2:17])([C:22]([CH3:25])([CH3:24])[CH3:23])([CH3:21])[CH3:20], predict the reactants needed to synthesize it. The reactants are: [CH:1]1[C:10]2[C:5](=[CH:6][CH:7]=[CH:8][CH:9]=2)[CH:4]=[CH:3][C:2]=1[CH:11]([OH:18])[CH2:12][CH2:13][CH2:14][CH2:15][CH:16]=[CH2:17].[Si:19](Cl)([C:22]([CH3:25])([CH3:24])[CH3:23])([CH3:21])[CH3:20].N1C=CN=C1.CNC1C=CC=C(NC)N=1.C(N(CC)CC)C. (4) Given the product [ClH:20].[ClH:1].[ClH:20].[CH3:15][N:3]([CH3:2])[CH2:4][CH2:5][CH2:6][C:7]1[CH:8]=[C:9]([NH:14][C:21]([NH2:23])=[NH:22])[C:10]([CH3:13])=[N:11][CH:12]=1, predict the reactants needed to synthesize it. The reactants are: [ClH:1].[CH3:2][N:3]([CH3:15])[CH2:4][CH2:5][CH2:6][C:7]1[CH:8]=[C:9]([NH2:14])[C:10]([CH3:13])=[N:11][CH:12]=1.C(#N)C.Cl.[Cl:20][C:21]([NH2:23])=[NH:22]. (5) Given the product [N:46]1([CH2:25][CH2:24][CH2:23][N:22]([CH:19]([C:9]2[N:8]([CH2:1][C:2]3[CH:7]=[CH:6][CH:5]=[CH:4][CH:3]=3)[C:13](=[O:14])[C:12]3[C:15]([CH3:18])=[N:16][S:17][C:11]=3[N:10]=2)[CH2:20][CH3:21])[C:31](=[O:39])[C:32]2[CH:37]=[CH:36][C:35]([CH3:38])=[CH:34][CH:33]=2)[CH2:49][CH2:48][CH2:47]1, predict the reactants needed to synthesize it. The reactants are: [CH2:1]([N:8]1[C:13](=[O:14])[C:12]2[C:15]([CH3:18])=[N:16][S:17][C:11]=2[N:10]=[C:9]1[CH:19]([N:22]([C:31](=[O:39])[C:32]1[CH:37]=[CH:36][C:35]([CH3:38])=[CH:34][CH:33]=1)[CH2:23][CH2:24][CH2:25]OS(C)(=O)=O)[CH2:20][CH3:21])[C:2]1[CH:7]=[CH:6][CH:5]=[CH:4][CH:3]=1.C(=O)([O-])[O-].[K+].[K+].[NH:46]1[CH2:49][CH2:48][CH2:47]1.